This data is from Catalyst prediction with 721,799 reactions and 888 catalyst types from USPTO. The task is: Predict which catalyst facilitates the given reaction. Reactant: [CH3:1][C:2]1([C:17]2[CH:18]=[C:19]([NH2:23])[CH:20]=[CH:21][CH:22]=2)[CH:7]2[CH:3]1[CH2:4][N:5]([CH2:8][CH2:9][CH2:10][C:11]1[CH:16]=[CH:15][CH:14]=[CH:13][CH:12]=1)[CH2:6]2.N1C=CC=CC=1.[CH3:30][S:31](Cl)(=[O:33])=[O:32]. Product: [CH3:1][C:2]1([C:17]2[CH:18]=[C:19]([NH:23][S:31]([CH3:30])(=[O:33])=[O:32])[CH:20]=[CH:21][CH:22]=2)[CH:3]2[CH:7]1[CH2:6][N:5]([CH2:8][CH2:9][CH2:10][C:11]1[CH:16]=[CH:15][CH:14]=[CH:13][CH:12]=1)[CH2:4]2. The catalyst class is: 4.